From a dataset of Catalyst prediction with 721,799 reactions and 888 catalyst types from USPTO. Predict which catalyst facilitates the given reaction. (1) Reactant: [CH2:1]([C:3]1[N:7]([C:8]2[N:16]=[C:15]3[C:11]([N:12]=[C:13]([C:18]([CH:20]4[CH2:25][CH2:24][NH:23][CH2:22][CH2:21]4)=[O:19])[N:14]3[CH3:17])=[C:10]([N:26]3[CH2:31][CH2:30][O:29][CH2:28][CH2:27]3)[N:9]=2)[C:6]2[CH:32]=[CH:33][CH:34]=[CH:35][C:5]=2[N:4]=1)[CH3:2].CCN(CC)CC.[CH:43]1([C:46](Cl)=[O:47])[CH2:45][CH2:44]1. Product: [CH:43]1([C:46]([N:23]2[CH2:22][CH2:21][CH:20]([C:18]([C:13]3[N:14]([CH3:17])[C:15]4[C:11]([N:12]=3)=[C:10]([N:26]3[CH2:27][CH2:28][O:29][CH2:30][CH2:31]3)[N:9]=[C:8]([N:7]3[C:6]5[CH:32]=[CH:33][CH:34]=[CH:35][C:5]=5[N:4]=[C:3]3[CH2:1][CH3:2])[N:16]=4)=[O:19])[CH2:25][CH2:24]2)=[O:47])[CH2:45][CH2:44]1. The catalyst class is: 2. (2) Reactant: CC1C=CC(S(O[CH2:12][C@@H:13]2[O:18][C:17]3[CH:19]=[C:20]([O:23][CH3:24])[CH:21]=[CH:22][C:16]=3[O:15][CH2:14]2)(=O)=O)=CC=1.[NH:25]1[CH2:30][CH:29]=[C:28]([C:31]2[C:39]3[C:34](=[CH:35][CH:36]=[CH:37][CH:38]=3)[NH:33][CH:32]=2)[CH2:27][CH2:26]1.C(=O)(O)[O-].[Na+]. Product: [CH3:24][O:23][C:20]1[CH:21]=[CH:22][C:16]2[O:15][CH2:14][CH:13]([CH2:12][N:25]3[CH2:26][CH:27]=[C:28]([C:31]4[C:39]5[C:34](=[CH:35][CH:36]=[CH:37][CH:38]=5)[NH:33][CH:32]=4)[CH2:29][CH2:30]3)[O:18][C:17]=2[CH:19]=1. The catalyst class is: 348. (3) Reactant: [CH2:1]([O:3][C:4]([N:6]1[C:15]2[C:10](=[N:11][C:12]([O:16][CH3:17])=[CH:13][CH:14]=2)[C@@H:9]([NH:18][CH:19]([C:34]2[N:39]=[CH:38][C:37](/[CH:40]=[C:41](\[NH:46]C(OCC3C=CC=CC=3)=O)/[C:42]([O:44][CH3:45])=[O:43])=[CH:36][N:35]=2)[C:20]2[CH:25]=[C:24]([C:26]([F:29])([F:28])[F:27])[CH:23]=[C:22]([C:30]([F:33])([F:32])[F:31])[CH:21]=2)[CH2:8][C@H:7]1[CH2:57][CH3:58])=[O:5])[CH3:2]. Product: [CH2:1]([O:3][C:4]([N:6]1[C:15]2[C:10](=[N:11][C:12]([O:16][CH3:17])=[CH:13][CH:14]=2)[C@@H:9]([NH:18][CH:19]([C:34]2[N:39]=[CH:38][C:37]([CH2:40][CH:41]([NH2:46])[C:42]([O:44][CH3:45])=[O:43])=[CH:36][N:35]=2)[C:20]2[CH:21]=[C:22]([C:30]([F:33])([F:31])[F:32])[CH:23]=[C:24]([C:26]([F:27])([F:28])[F:29])[CH:25]=2)[CH2:8][C@H:7]1[CH2:57][CH3:58])=[O:5])[CH3:2]. The catalyst class is: 129. (4) Reactant: Cl[Si](Cl)(Cl)Cl.[N-:6]=[N+:7]=[N-:8].[Na+].[CH2:10]([O:12][C:13]([C:15]1[CH:16]=[C:17]2[C:22](=[CH:23][CH:24]=1)[NH:21][CH:20]([C:25]1[CH:30]=[CH:29][CH:28]=[C:27]([NH:31][C:32](=O)[CH2:33][CH3:34])[CH:26]=1)[C:19]([CH3:37])([CH3:36])[CH2:18]2)=[O:14])[CH3:11]. Product: [CH2:10]([O:12][C:13]([C:15]1[CH:16]=[C:17]2[C:22](=[CH:23][CH:24]=1)[NH:21][CH:20]([C:25]1[CH:30]=[CH:29][CH:28]=[C:27]([N:31]3[C:32]([CH2:33][CH3:34])=[N:8][N:7]=[N:6]3)[CH:26]=1)[C:19]([CH3:37])([CH3:36])[CH2:18]2)=[O:14])[CH3:11]. The catalyst class is: 10. (5) Reactant: [F:1][C:2]1[C:10]([O:11][C:12]2[C:21]3[C:16](=[CH:17][C:18]([O:24][CH2:25][C:26]4([C:29]([O:31]C)=[O:30])[CH2:28][CH2:27]4)=[C:19]([O:22][CH3:23])[CH:20]=3)[N:15]=[CH:14][CH:13]=2)=[CH:9][CH:8]=[C:7]2[C:3]=1[CH:4]=[C:5]([CH3:33])[NH:6]2.[OH-].[Na+]. Product: [F:1][C:2]1[C:10]([O:11][C:12]2[C:21]3[C:16](=[CH:17][C:18]([O:24][CH2:25][C:26]4([C:29]([OH:31])=[O:30])[CH2:28][CH2:27]4)=[C:19]([O:22][CH3:23])[CH:20]=3)[N:15]=[CH:14][CH:13]=2)=[CH:9][CH:8]=[C:7]2[C:3]=1[CH:4]=[C:5]([CH3:33])[NH:6]2. The catalyst class is: 5. (6) Reactant: [CH3:1][C@H:2]1[CH2:7][CH2:6][C@H:5]([C:8]([N:10]([C:20]2[CH:24]=[C:23]([C:25]3[CH:30]=[CH:29][CH:28]=[CH:27][CH:26]=3)[S:22][C:21]=2[C:31]([O:33]C)=[O:32])[CH2:11][C:12]([N:14]2[CH2:19][CH2:18][O:17][CH2:16][CH2:15]2)=[O:13])=[O:9])[CH2:4][CH2:3]1.C1COCC1.Cl. Product: [CH3:1][C@H:2]1[CH2:7][CH2:6][C@H:5]([C:8]([N:10]([C:20]2[CH:24]=[C:23]([C:25]3[CH:26]=[CH:27][CH:28]=[CH:29][CH:30]=3)[S:22][C:21]=2[C:31]([OH:33])=[O:32])[CH2:11][C:12]([N:14]2[CH2:19][CH2:18][O:17][CH2:16][CH2:15]2)=[O:13])=[O:9])[CH2:4][CH2:3]1. The catalyst class is: 6. (7) Reactant: [Cl:1][C:2]1[CH:3]=[C:4]([NH:9][C:10]([NH:12][C:13](=[O:18])[CH2:14][CH:15]([CH3:17])[CH3:16])=[S:11])[CH:5]=[C:6]([Cl:8])[CH:7]=1.I[CH2:20]I.C(N(CC)CC)C. Product: [Cl:1][C:2]1[CH:3]=[C:4](/[N:9]=[C:10]2\[S:11][CH2:20][N:12]\2[C:13](=[O:18])[CH2:14][CH:15]([CH3:16])[CH3:17])[CH:5]=[C:6]([Cl:8])[CH:7]=1. The catalyst class is: 21.